Dataset: Full USPTO retrosynthesis dataset with 1.9M reactions from patents (1976-2016). Task: Predict the reactants needed to synthesize the given product. (1) Given the product [NH2:1][C:2]1[CH:10]=[CH:9][CH:8]=[C:7]([F:11])[C:3]=1[C:4]([NH:12][CH2:13][CH2:14][CH2:15][C@H:16]1[O:20][C:19](=[O:21])[N:18]([C:22]2[CH:23]=[CH:24][C:25]3[S:30][CH2:29][C:28](=[O:31])[NH:27][C:26]=3[CH:32]=2)[CH2:17]1)=[O:6], predict the reactants needed to synthesize it. The reactants are: [NH2:1][C:2]1[CH:10]=[CH:9][CH:8]=[C:7]([F:11])[C:3]=1[C:4]([OH:6])=O.[NH2:12][CH2:13][CH2:14][CH2:15][C@H:16]1[O:20][C:19](=[O:21])[N:18]([C:22]2[CH:23]=[CH:24][C:25]3[S:30][CH2:29][C:28](=[O:31])[NH:27][C:26]=3[CH:32]=2)[CH2:17]1. (2) Given the product [Br:18][C:15]1[CH:16]=[C:17]2[C:12](=[CH:13][CH:14]=1)[N:11]([S:19]([C:22]1[CH:27]=[CH:26][CH:25]=[CH:24][CH:23]=1)(=[O:21])=[O:20])[C:10]([C:28]([O:30][CH2:31][CH3:32])=[O:29])=[C:9]2[S:6]([NH:5][CH2:4][CH2:3][NH:2][C:41]([NH:58][C:57]1[CH:59]=[CH:60][C:54]([O:53][CH3:52])=[CH:55][CH:56]=1)=[O:43])(=[O:8])=[O:7], predict the reactants needed to synthesize it. The reactants are: Cl.[NH2:2][CH2:3][CH2:4][NH:5][S:6]([C:9]1[C:17]2[C:12](=[CH:13][CH:14]=[C:15]([Br:18])[CH:16]=2)[N:11]([S:19]([C:22]2[CH:27]=[CH:26][CH:25]=[CH:24][CH:23]=2)(=[O:21])=[O:20])[C:10]=1[C:28]([O:30][CH2:31][CH3:32])=[O:29])(=[O:8])=[O:7].C(N(CC)CC)C.Cl[C:41](Cl)([O:43]C(=O)OC(Cl)(Cl)Cl)Cl.[CH3:52][O:53][C:54]1[CH:60]=[CH:59][C:57]([NH2:58])=[CH:56][CH:55]=1.